From a dataset of Catalyst prediction with 721,799 reactions and 888 catalyst types from USPTO. Predict which catalyst facilitates the given reaction. (1) Reactant: [C:1]([C:5]1[O:6][CH:7]=[C:8]([CH2:10]Cl)[N:9]=1)([CH3:4])([CH3:3])[CH3:2].[P:12]([O:19]CC)([O:16][CH2:17][CH3:18])[O:13][CH2:14][CH3:15].C(OCC)(=O)C. Product: [C:1]([C:5]1[O:6][CH:7]=[C:8]([CH2:10][P:12](=[O:19])([O:16][CH2:17][CH3:18])[O:13][CH2:14][CH3:15])[N:9]=1)([CH3:4])([CH3:3])[CH3:2]. The catalyst class is: 336. (2) Reactant: [Br:1][C:2]1[CH:3]=[C:4]2[C:9](=[CH:10][CH:11]=1)[N:8]=[C:7]([OH:12])[CH:6]=[C:5]2O.[Cl:14][C:15]1[CH:16]=[C:17]([CH:19]=[CH:20][C:21]=1[Cl:22])[NH2:18].Cl. Product: [Br:1][C:2]1[CH:3]=[C:4]2[C:9](=[CH:10][CH:11]=1)[N:8]=[C:7]([OH:12])[CH:6]=[C:5]2[NH:18][C:17]1[CH:19]=[CH:20][C:21]([Cl:22])=[C:15]([Cl:14])[CH:16]=1. The catalyst class is: 28. (3) Reactant: [C:1]([O:5][C:6](=[O:18])[CH2:7][C:8]1[CH:17]=[CH:16][CH:15]=[C:14]2[C:9]=1[CH:10]=[CH:11][N:12]=[CH:13]2)([CH3:4])([CH3:3])[CH3:2].[Br:19][CH2:20][CH:21]1[CH2:23][CH2:22]1. Product: [Br-:19].[C:1]([O:5][C:6]([CH2:7][C:8]1[CH:17]=[CH:16][CH:15]=[C:14]2[C:9]=1[CH:10]=[CH:11][N+:12]([CH2:20][CH:21]1[CH2:23][CH2:22]1)=[CH:13]2)=[O:18])([CH3:4])([CH3:2])[CH3:3]. The catalyst class is: 23. (4) Reactant: [CH2:1]([N:3]([CH2:29][CH3:30])[CH2:4][CH2:5][CH2:6][N:7]([CH3:28])[C:8]([NH:10][C:11]1[CH:16]=[C:15]([O:17][C:18]2[CH:23]=[CH:22][C:21]([N+:24]([O-])=O)=[CH:20][C:19]=2[F:27])[CH:14]=[CH:13][N:12]=1)=[O:9])[CH3:2].O1CCCC1. Product: [CH2:29]([N:3]([CH2:1][CH3:2])[CH2:4][CH2:5][CH2:6][N:7]([CH3:28])[C:8]([NH:10][C:11]1[CH:16]=[C:15]([O:17][C:18]2[CH:23]=[CH:22][C:21]([NH2:24])=[CH:20][C:19]=2[F:27])[CH:14]=[CH:13][N:12]=1)=[O:9])[CH3:30]. The catalyst class is: 19. (5) Reactant: [F:1][C:2]([F:30])([F:29])[C:3]([C:20]1[C:28]2[C:23](=[CH:24][CH:25]=[CH:26][CH:27]=2)[NH:22][CH:21]=1)([C:5]1[CH:6]=[C:7]2[C:11](=[CH:12][CH:13]=1)[N:10]([C:14]1[CH:15]=[N:16][CH:17]=[CH:18][CH:19]=1)[N:9]=[CH:8]2)[OH:4].[OH-].[K+].I[CH2:34][C:35]([NH2:37])=[O:36]. Product: [F:30][C:2]([F:1])([F:29])[C:3]([C:20]1[C:28]2[C:23](=[CH:24][CH:25]=[CH:26][CH:27]=2)[N:22]([CH2:34][C:35]([NH2:37])=[O:36])[CH:21]=1)([OH:4])[C:5]1[CH:6]=[C:7]2[C:11](=[CH:12][CH:13]=1)[N:10]([C:14]1[CH:15]=[N:16][CH:17]=[CH:18][CH:19]=1)[N:9]=[CH:8]2. The catalyst class is: 3. (6) Reactant: [Cl:1][C:2]1[CH:16]=[CH:15][C:14](/[CH:17]=[CH:18]/[CH:19]=[O:20])=[CH:13][C:3]=1[O:4][CH2:5][C:6]([O:8][C:9]([CH3:12])([CH3:11])[CH3:10])=[O:7].[BH4-].[Na+].C(O)(=O)CC(CC(O)=O)(C(O)=O)O. Product: [Cl:1][C:2]1[CH:16]=[CH:15][C:14](/[CH:17]=[CH:18]/[CH2:19][OH:20])=[CH:13][C:3]=1[O:4][CH2:5][C:6]([O:8][C:9]([CH3:12])([CH3:11])[CH3:10])=[O:7]. The catalyst class is: 83. (7) Reactant: [N-:1]=[C:2]=[O:3].[K+].O.[F:6][CH:7]([F:34])[CH2:8][O:9][C:10]1[CH:15]=[CH:14][C:13]([NH:16][CH:17]2[CH2:22][CH2:21][N:20]([C:23]([O:25][C:26]([CH3:29])([CH3:28])[CH3:27])=[O:24])[CH2:19][CH2:18]2)=[C:12]([C:30]([O:32][CH3:33])=[O:31])[CH:11]=1. Product: [C:2]([N:16]([C:13]1[CH:14]=[CH:15][C:10]([O:9][CH2:8][CH:7]([F:34])[F:6])=[CH:11][C:12]=1[C:30]([O:32][CH3:33])=[O:31])[CH:17]1[CH2:18][CH2:19][N:20]([C:23]([O:25][C:26]([CH3:28])([CH3:29])[CH3:27])=[O:24])[CH2:21][CH2:22]1)(=[O:3])[NH2:1]. The catalyst class is: 52.